From a dataset of Forward reaction prediction with 1.9M reactions from USPTO patents (1976-2016). Predict the product of the given reaction. (1) Given the reactants [CH:1]([NH2:4])([CH3:3])[CH3:2].[Cl:5][C:6]1[C:7]([N:12]2[C:16]([C:17]3[O:22][C:21](=[O:23])[C:20]4[CH:24]=[C:25]([N+:29]([O-:31])=[O:30])[CH:26]=[C:27]([CH3:28])[C:19]=4[N:18]=3)=[CH:15][C:14]([C:32]([F:35])([F:34])[F:33])=[N:13]2)=[N:8][CH:9]=[CH:10][CH:11]=1, predict the reaction product. The product is: [Cl:5][C:6]1[C:7]([N:12]2[C:16]([C:17]([NH:18][C:19]3[C:20]([C:21]([NH:4][CH:1]([CH3:3])[CH3:2])=[O:23])=[CH:24][C:25]([N+:29]([O-:31])=[O:30])=[CH:26][C:27]=3[CH3:28])=[O:22])=[CH:15][C:14]([C:32]([F:35])([F:34])[F:33])=[N:13]2)=[N:8][CH:9]=[CH:10][CH:11]=1. (2) Given the reactants O1C2C=CC=CC=2N=C1[C:10]1[C:19]2[C:14](=[CH:15][C:16]([O:22][CH3:23])=[C:17]([O:20][CH3:21])[CH:18]=2)[N:13]=[N:12][CH:11]=1.[Br:24][C:25]1[CH:33]=[C:32]2[C:28]([CH:29]=[N:30][NH:31]2)=[CH:27][CH:26]=1.C(=O)([O-])[O-].[K+].[K+].CNCCNC, predict the reaction product. The product is: [Br:24][C:25]1[CH:33]=[C:32]2[C:28]([CH:29]=[N:30][N:31]2[C:10]2[C:19]3[C:14](=[CH:15][C:16]([O:22][CH3:23])=[C:17]([O:20][CH3:21])[CH:18]=3)[N:13]=[N:12][CH:11]=2)=[CH:27][CH:26]=1.